Dataset: Full USPTO retrosynthesis dataset with 1.9M reactions from patents (1976-2016). Task: Predict the reactants needed to synthesize the given product. (1) Given the product [OH:4][C:5]1[CH:31]=[CH:30][C:8]([C:9]([NH:11][CH2:12][C:13]2[CH:14]=[CH:15][C:16]3[N:17]([C:19]([CH2:22][CH2:23][C:24]4[CH:29]=[CH:28][CH:27]=[CH:26][CH:25]=4)=[N:20][CH:21]=3)[CH:18]=2)=[O:10])=[CH:7][CH:6]=1, predict the reactants needed to synthesize it. The reactants are: COC[O:4][C:5]1[CH:31]=[CH:30][C:8]([C:9]([NH:11][CH2:12][C:13]2[CH:14]=[CH:15][C:16]3[N:17]([C:19]([CH2:22][CH2:23][C:24]4[CH:29]=[CH:28][CH:27]=[CH:26][CH:25]=4)=[N:20][CH:21]=3)[CH:18]=2)=[O:10])=[CH:7][CH:6]=1. (2) Given the product [OH:22][C:19]1[CH:20]=[CH:21][C:16]([CH2:15][CH2:14][NH:13][C:9]2[N:8]=[C:7]([CH3:23])[C:6]([C:4]([OH:5])=[O:3])=[C:11]([CH3:12])[N:10]=2)=[CH:17][CH:18]=1, predict the reactants needed to synthesize it. The reactants are: C([O:3][C:4]([C:6]1[C:7]([CH3:23])=[N:8][C:9]([NH:13][CH2:14][CH2:15][C:16]2[CH:21]=[CH:20][C:19]([OH:22])=[CH:18][CH:17]=2)=[N:10][C:11]=1[CH3:12])=[O:5])C.O.[OH-].[Li+].